Task: Predict the reaction yield, written as a fraction of the theoretical maximum amount of product (1.0 means a 100% yield; for example, 0.34 means a 34% yield).. Dataset: Reaction yield outcomes from USPTO patents with 853,638 reactions The reactants are [NH2:1][C:2]1[CH:36]=[CH:35][C:5]([O:6][C:7]2[CH:12]=[CH:11][N:10]=[C:9]3[CH:13]=[C:14]([C:16]4[N:21]=[CH:20][C:19]([CH2:22][N:23]([CH2:31][CH2:32][O:33][CH3:34])[C:24](=[O:30])[O:25][C:26]([CH3:29])([CH3:28])[CH3:27])=[CH:18][CH:17]=4)[S:15][C:8]=23)=[C:4]([F:37])[CH:3]=1.Cl[C:39](OC1C=CC([N+]([O-])=O)=CC=1)=[O:40].[CH3:51][P:52]([C:55]1[CH:56]=[C:57]([CH:59]=[CH:60][CH:61]=1)[NH2:58])([CH3:54])=[O:53].CCN(C(C)C)C(C)C. The catalyst is O1CCCC1.CN(C=O)C. The product is [CH3:54][P:52]([C:55]1[CH:56]=[C:57]([NH:58][C:39](=[O:40])[NH:1][C:2]2[CH:36]=[CH:35][C:5]([O:6][C:7]3[CH:12]=[CH:11][N:10]=[C:9]4[CH:13]=[C:14]([C:16]5[N:21]=[CH:20][C:19]([CH2:22][N:23]([CH2:31][CH2:32][O:33][CH3:34])[C:24](=[O:30])[O:25][C:26]([CH3:29])([CH3:28])[CH3:27])=[CH:18][CH:17]=5)[S:15][C:8]=34)=[C:4]([F:37])[CH:3]=2)[CH:59]=[CH:60][CH:61]=1)([CH3:51])=[O:53]. The yield is 0.840.